This data is from Full USPTO retrosynthesis dataset with 1.9M reactions from patents (1976-2016). The task is: Predict the reactants needed to synthesize the given product. Given the product [Cl:1][C:2]1[CH:7]=[CH:6][C:5]([C:8]2[N:9]([C:19]3[CH:24]=[CH:23][CH:22]=[CH:21][C:20]=3[Cl:25])[N:10]=[C:11]3[C:16](=[O:17])[N:15]([CH2:38][C:37]([F:48])([F:47])[F:36])[C:14]([CH3:18])=[N:13][C:12]=23)=[CH:4][CH:3]=1, predict the reactants needed to synthesize it. The reactants are: [Cl:1][C:2]1[CH:7]=[CH:6][C:5]([C:8]2[N:9]([C:19]3[CH:24]=[CH:23][CH:22]=[CH:21][C:20]=3[Cl:25])[N:10]=[C:11]3[C:16]([OH:17])=[N:15][C:14]([CH3:18])=[N:13][C:12]=23)=[CH:4][CH:3]=1.C[Si](C)(C)[N-][Si](C)(C)C.[Li+].[F:36][C:37]([F:48])([F:47])[CH2:38]OS(C(F)(F)F)(=O)=O.